This data is from M1 muscarinic receptor antagonist screen with 61,756 compounds. The task is: Binary Classification. Given a drug SMILES string, predict its activity (active/inactive) in a high-throughput screening assay against a specified biological target. (1) The drug is S(=O)(=O)(N)c1ccc(CN(C2CC(=O)N(C2=O)c2ccc(OCCC)cc2)C(=O)CC)cc1. The result is 0 (inactive). (2) The drug is O1CCN(CC1)Cc1ccc(cc1)C(=O)Nc1c(C(=O)NCC(C)C)cccc1. The result is 0 (inactive). (3) The drug is S(=O)(=O)(/N=C\c1sccc1)CCc1ccccc1. The result is 0 (inactive).